From a dataset of Forward reaction prediction with 1.9M reactions from USPTO patents (1976-2016). Predict the product of the given reaction. Given the reactants Cl[C:2]1[C:7]([Cl:8])=[CH:6][C:5]([C:9]([F:12])([F:11])[F:10])=[CH:4][N:3]=1.O.Cl.[NH:15]1[CH2:20][CH2:19][C:18](=[O:21])[CH2:17][CH2:16]1.[NH4+].[Cl-], predict the reaction product. The product is: [Cl:8][C:7]1[C:2]([N:15]2[CH2:20][CH2:19][C:18](=[O:21])[CH2:17][CH2:16]2)=[N:3][CH:4]=[C:5]([C:9]([F:12])([F:11])[F:10])[CH:6]=1.